From a dataset of Catalyst prediction with 721,799 reactions and 888 catalyst types from USPTO. Predict which catalyst facilitates the given reaction. (1) Reactant: [CH2:1]([NH:4][C:5](=[O:25])[CH2:6][CH2:7][CH2:8][N:9]1[C:21]2[C:20]3[CH:19]=[CH:18][CH:17]=[CH:16][C:15]=3[N:14]=[CH:13][C:12]=2[N:11]=[C:10]1[CH2:22][CH2:23][CH3:24])[CH2:2][CH3:3].C1C=C(Cl)C=C(C(OO)=O)C=1.[OH-].[NH4+:38].C1(C)C=CC(S(Cl)(=O)=O)=CC=1. Product: [NH2:38][C:13]1[C:12]2[N:11]=[C:10]([CH2:22][CH2:23][CH3:24])[N:9]([CH2:8][CH2:7][CH2:6][C:5]([NH:4][CH2:1][CH2:2][CH3:3])=[O:25])[C:21]=2[C:20]2[CH:19]=[CH:18][CH:17]=[CH:16][C:15]=2[N:14]=1. The catalyst class is: 451. (2) Reactant: [Cl:1][C:2]1[CH:7]=[CH:6][C:5]([Cl:8])=[CH:4][C:3]=1[C:9]1[N:10]=[C:11]2[CH:16]=[N:15][CH:14]=[CH:13][N:12]2[C:17]=1[C:18]([O:20]CC)=[O:19].[Li+].[OH-]. Product: [Cl:1][C:2]1[CH:7]=[CH:6][C:5]([Cl:8])=[CH:4][C:3]=1[C:9]1[N:10]=[C:11]2[CH:16]=[N:15][CH:14]=[CH:13][N:12]2[C:17]=1[C:18]([OH:20])=[O:19]. The catalyst class is: 5. (3) Reactant: C([O:4][CH2:5][C@H:6]1[CH2:11][C@@H:10]([O:12]C(=O)C)[CH2:9][CH2:8][C@@:7]1([C@H:17]1[CH2:25][CH2:24][C@@:23]2([CH3:26])[C@@H:19]([CH2:20][CH2:21][C@:22]2([C:28]2[O:29][CH:30]=[CH:31][CH:32]=2)[OH:27])[C@@H:18]1[CH2:33][NH2:34])[CH3:16])(=O)C.[OH-].[Na+]. Product: [NH2:34][CH2:33][C@@H:18]1[C@@H:17]([C@@:7]2([CH3:16])[CH2:8][CH2:9][C@H:10]([OH:12])[CH2:11][C@@H:6]2[CH2:5][OH:4])[CH2:25][CH2:24][C@@:23]2([CH3:26])[C@H:19]1[CH2:20][CH2:21][C@:22]2([C:28]1[O:29][CH:30]=[CH:31][CH:32]=1)[OH:27]. The catalyst class is: 5. (4) Reactant: [Cl:1][C:2]1[S:6][C:5]([CH2:7][NH:8][C:9]2[CH:14]=[CH:13][C:12]([NH:15][C:16](=[O:25])[CH2:17][C:18]3[CH:23]=[CH:22][C:21]([F:24])=[CH:20][CH:19]=3)=[C:11]([N+:26]([O-])=O)[CH:10]=2)=[CH:4][CH:3]=1.C(O)(=O)C. Product: [NH2:26][C:11]1[CH:10]=[C:9]([NH:8][CH2:7][C:5]2[S:6][C:2]([Cl:1])=[CH:3][CH:4]=2)[CH:14]=[CH:13][C:12]=1[NH:15][C:16](=[O:25])[CH2:17][C:18]1[CH:19]=[CH:20][C:21]([F:24])=[CH:22][CH:23]=1. The catalyst class is: 7.